The task is: Predict the reactants needed to synthesize the given product.. This data is from Full USPTO retrosynthesis dataset with 1.9M reactions from patents (1976-2016). (1) The reactants are: [OH:1][C:2]1[CH:11]=[CH:10][C:5]([C:6]([O:8][CH3:9])=[O:7])=[CH:4][CH:3]=1.[CH3:12][O:13][CH:14]([O:17][CH3:18])[CH2:15]Br.[H-].[Na+]. Given the product [CH3:12][O:13][CH:14]([O:17][CH3:18])[CH2:15][O:1][C:2]1[CH:3]=[CH:4][C:5]([C:6]([O:8][CH3:9])=[O:7])=[CH:10][CH:11]=1, predict the reactants needed to synthesize it. (2) The reactants are: [C:1]([C:5]1[N:6]=[C:7]([NH:10][C:11]([C:13]2[CH:31]=[CH:30][N:16]3[C:17](=[O:29])[C:18]([CH:27]=O)=[C:19]([N:21]4[CH2:26][CH2:25][O:24][CH2:23][CH2:22]4)[N:20]=[C:15]3[CH:14]=2)=[O:12])[S:8][CH:9]=1)([CH3:4])([CH3:3])[CH3:2].[Cl-].[Li+].FC(F)(F)COP([CH2:46][C:47]([O:49][CH3:50])=[O:48])(=O)OCC(F)(F)F.N12CCCN=C1CCCCC2. Given the product [C:1]([C:5]1[N:6]=[C:7]([NH:10][C:11]([C:13]2[CH:31]=[CH:30][N:16]3[C:17](=[O:29])[C:18](/[CH:27]=[CH:46]/[C:47]([O:49][CH3:50])=[O:48])=[C:19]([N:21]4[CH2:22][CH2:23][O:24][CH2:25][CH2:26]4)[N:20]=[C:15]3[CH:14]=2)=[O:12])[S:8][CH:9]=1)([CH3:4])([CH3:2])[CH3:3], predict the reactants needed to synthesize it. (3) Given the product [CH3:27][N:28]([CH3:29])[C:2]1[CH:3]=[C:4]([C:14]([NH:16][CH2:17][C:18]2[C:19](=[O:26])[NH:20][C:21]([CH3:25])=[CH:22][C:23]=2[CH3:24])=[O:15])[C:5]2[CH:10]=[N:9][N:8]([CH:11]([CH3:13])[CH3:12])[C:6]=2[N:7]=1, predict the reactants needed to synthesize it. The reactants are: Cl[C:2]1[CH:3]=[C:4]([C:14]([NH:16][CH2:17][C:18]2[C:19](=[O:26])[NH:20][C:21]([CH3:25])=[CH:22][C:23]=2[CH3:24])=[O:15])[C:5]2[CH:10]=[N:9][N:8]([CH:11]([CH3:13])[CH3:12])[C:6]=2[N:7]=1.[CH3:27][NH:28][CH3:29]. (4) Given the product [F:10][C:11]([C:14]1[CH:15]=[C:16]([CH:31]=[CH:32][CH:33]=1)[O:17][C:18]1[CH:19]=[CH:20][C:21]([C:24]2[C:25]3=[N:30][S:6](=[O:8])(=[O:7])[CH2:5][CH2:4][N:26]3[CH:27]=[CH:28][CH:29]=2)=[CH:22][CH:23]=1)([F:13])[CH3:12], predict the reactants needed to synthesize it. The reactants are: [H-].[Na+].Cl[CH2:4][CH2:5][S:6](Cl)(=[O:8])=[O:7].[F:10][C:11]([C:14]1[CH:15]=[C:16]([CH:31]=[CH:32][CH:33]=1)[O:17][C:18]1[CH:23]=[CH:22][C:21]([C:24]2[C:25]([NH2:30])=[N:26][CH:27]=[CH:28][CH:29]=2)=[CH:20][CH:19]=1)([F:13])[CH3:12]. (5) Given the product [CH3:1][C@@H:2]([NH:13][CH2:14][CH2:15][CH2:16][C:17]1[CH:18]=[CH:19][CH:20]=[C:21]([C:23]([F:24])([F:25])[F:26])[CH:22]=1)[C:3]1[CH:4]=[CH:5][CH:6]=[C:7]2[CH:12]=[CH:11][CH:10]=[CH:9][C:8]=12.[C:27]1([CH3:54])[CH:32]=[CH:31][C:30]([C:33]([C@@:35]([C:51]([O-:53])=[O:52])([OH:50])[C@@:36]([C:41]([C:43]2[CH:44]=[CH:45][C:46]([CH3:49])=[CH:47][CH:48]=2)=[O:42])([OH:40])[C:37]([O-:39])=[O:38])=[O:34])=[CH:29][CH:28]=1, predict the reactants needed to synthesize it. The reactants are: [CH3:1][C@@H:2]([NH:13][CH2:14][CH2:15][CH2:16][C:17]1[CH:18]=[CH:19][CH:20]=[C:21]([C:23]([F:26])([F:25])[F:24])[CH:22]=1)[C:3]1[CH:4]=[CH:5][CH:6]=[C:7]2[CH:12]=[CH:11][CH:10]=[CH:9][C:8]=12.[C:27]1([CH3:54])[CH:32]=[CH:31][C:30]([C:33]([C@@:35]([C:51]([OH:53])=[O:52])([OH:50])[C@@:36]([C:41]([C:43]2[CH:48]=[CH:47][C:46]([CH3:49])=[CH:45][CH:44]=2)=[O:42])([OH:40])[C:37]([OH:39])=[O:38])=[O:34])=[CH:29][CH:28]=1. (6) Given the product [C:1]([O:5][C:6]([N:8]1[CH2:9][CH2:10][N:11]([C:14](=[O:29])[C:15]2[CH:16]=[CH:17][C:18]([N:21]3[C@H:25]([CH2:26][O:27][CH2:30][CH3:31])[CH2:24][O:23][C:22]3=[O:28])=[CH:19][CH:20]=2)[CH2:12][CH2:13]1)=[O:7])([CH3:4])([CH3:2])[CH3:3], predict the reactants needed to synthesize it. The reactants are: [C:1]([O:5][C:6]([N:8]1[CH2:13][CH2:12][N:11]([C:14](=[O:29])[C:15]2[CH:20]=[CH:19][C:18]([N:21]3[C@H:25]([CH2:26][OH:27])[CH2:24][O:23][C:22]3=[O:28])=[CH:17][CH:16]=2)[CH2:10][CH2:9]1)=[O:7])([CH3:4])([CH3:3])[CH3:2].[CH2:30](I)[CH3:31]. (7) Given the product [CH3:34][O:35][C:36]12[CH2:42][C:39]([CH2:43][CH:2]=[O:3])([CH2:38][CH2:37]1)[CH2:40][CH2:41]2, predict the reactants needed to synthesize it. The reactants are: [Cl-].[CH3:2][O:3]C[P+](C1C=CC=CC=1)(C1C=CC=CC=1)C1C=CC=CC=1.C[Si]([N-][Si](C)(C)C)(C)C.[K+].[CH3:34][O:35][C:36]12[CH2:42][C:39]([CH:43]=O)([CH2:40][CH2:41]1)[CH2:38][CH2:37]2.Cl.